From a dataset of Full USPTO retrosynthesis dataset with 1.9M reactions from patents (1976-2016). Predict the reactants needed to synthesize the given product. Given the product [C:16]1([S:19]([NH2:22])(=[O:21])=[O:20])[CH:17]=[CH:18][CH:13]=[CH:14][CH:15]=1, predict the reactants needed to synthesize it. The reactants are: ClC1OC([C:13]2[CH:18]=[CH:17][C:16]([S:19]([NH2:22])(=[O:21])=[O:20])=[CH:15][CH:14]=2)=C(C2C=CC=CC=2)N=1.COC1(C2C=C(C=CC=2)CS)CCOCC1.C1CCN2C(=NCCC2)CC1.